This data is from Full USPTO retrosynthesis dataset with 1.9M reactions from patents (1976-2016). The task is: Predict the reactants needed to synthesize the given product. (1) Given the product [NH2:16][C:13]1[CH:12]=[CH:11][C:10]([C:2]([CH3:9])([CH3:1])[CH2:3][CH2:4][NH:5][C:6](=[O:8])[CH3:7])=[CH:15][CH:14]=1, predict the reactants needed to synthesize it. The reactants are: [CH3:1][C:2]([C:10]1[CH:15]=[CH:14][C:13]([N+:16]([O-])=O)=[CH:12][CH:11]=1)([CH3:9])[CH2:3][CH2:4][NH:5][C:6](=[O:8])[CH3:7].CC(C1C=CC([N+]([O-])=O)=CC=1)(C)CCN. (2) Given the product [Br:1][C:2]1[N:7]=[C:6]([C@@H:8]([NH2:10])[CH3:9])[CH:5]=[CH:4][CH:3]=1, predict the reactants needed to synthesize it. The reactants are: [Br:1][C:2]1[N:7]=[C:6]([C@@H:8]([NH:10]S(C(C)(C)C)=O)[CH3:9])[CH:5]=[CH:4][CH:3]=1. (3) The reactants are: C[O:2][C:3](=[O:13])[C:4]1[CH:9]=[C:8]([Cl:10])[N:7]=[C:6]([CH3:11])[C:5]=1[NH2:12].[OH-].[Na+].O.C(OCC)C. Given the product [NH2:12][C:5]1[C:6]([CH3:11])=[N:7][C:8]([Cl:10])=[CH:9][C:4]=1[C:3]([OH:13])=[O:2], predict the reactants needed to synthesize it. (4) Given the product [NH2:1][C:2]1[NH:3][C:4](=[O:12])[C:5]2[C:10]([C:11]=1[C:17](=[O:18])[CH2:16][N:15]([CH3:20])[CH3:14])=[CH:9][CH:8]=[CH:7][CH:6]=2, predict the reactants needed to synthesize it. The reactants are: [NH2:1][C:2]1[NH:3][C:4](=[O:12])[C:5]2[C:10]([CH:11]=1)=[CH:9][CH:8]=[CH:7][CH:6]=2.Cl.[CH3:14][N:15]([CH3:20])[CH2:16][C:17](O)=[O:18].N1C=CC=CC=1.[Cl-].ClC1N(C)CC[NH+]1C. (5) Given the product [Br:25][C:26]1[CH:27]=[C:28]2[C:34]([CH:35]([C:38]3[C:43]([O:44][CH:45]([F:47])[F:46])=[CH:42][CH:41]=[C:40]([F:48])[C:39]=3[Cl:49])[O:36][CH3:37])=[CH:33][NH:32][C:29]2=[N:30][CH:31]=1, predict the reactants needed to synthesize it. The reactants are: BrC1C=C2C(C(C3C(OC(F)F)=CC=C(F)C=3Cl)O)=CNC2=NC=1.[Br:25][C:26]1[CH:27]=[C:28]2[C:34]([CH:35]([C:38]3[C:43]([O:44][CH:45]([F:47])[F:46])=[CH:42][CH:41]=[C:40]([F:48])[C:39]=3[Cl:49])[O:36][CH3:37])=[CH:33][NH:32][C:29]2=[N:30][CH:31]=1.Cl.C(OCC)C. (6) The reactants are: [CH3:1][NH:2][S:3]([CH2:6][CH2:7][C:8]1[CH:13]=[CH:12][C:11]([NH2:14])=[C:10](Br)[CH:9]=1)(=[O:5])=[O:4].CCO.[C:19]1(B(O)O)[CH2:24][CH2:23][CH2:22][CH2:21][CH:20]=1.C([O-])([O-])=O.[Na+].[Na+]. Given the product [CH3:1][NH:2][S:3]([CH2:6][CH2:7][C:8]1[CH:13]=[CH:12][C:11]([NH2:14])=[C:10]([C:19]2[CH2:24][CH2:23][CH2:22][CH2:21][CH:20]=2)[CH:9]=1)(=[O:5])=[O:4], predict the reactants needed to synthesize it.